Dataset: Full USPTO retrosynthesis dataset with 1.9M reactions from patents (1976-2016). Task: Predict the reactants needed to synthesize the given product. (1) Given the product [C:13]([O:17][C:18](=[O:29])[NH:19][CH2:20][CH2:21][C:22]1[CH:27]=[CH:26][CH:25]=[C:24]([N:28]=[C:2]=[O:4])[CH:23]=1)([CH3:16])([CH3:14])[CH3:15], predict the reactants needed to synthesize it. The reactants are: Cl[C:2](Cl)([O:4]C(=O)OC(Cl)(Cl)Cl)Cl.[C:13]([O:17][C:18](=[O:29])[NH:19][CH2:20][CH2:21][C:22]1[CH:27]=[CH:26][CH:25]=[C:24]([NH2:28])[CH:23]=1)([CH3:16])([CH3:15])[CH3:14]. (2) Given the product [CH3:42][C:37]([N:34]1[CH2:33][CH2:32][N:31]([CH2:30][C:28]2[S:27][C:25]3[N:26]=[C:21]([C:16]4[C:15]5[CH:14]=[CH:13][NH:12][C:20]=5[CH:19]=[CH:18][N:17]=4)[N:22]=[C:23]([N:43]4[CH2:48][CH2:47][O:46][CH2:45][CH2:44]4)[C:24]=3[N:29]=2)[CH2:36][CH2:35]1)([CH3:41])[C:38]([NH2:40])=[O:39], predict the reactants needed to synthesize it. The reactants are: [OH-].[Na+].C1(S([N:12]2[C:20]3[CH:19]=[CH:18][N:17]=[C:16]([C:21]4[N:22]=[C:23]([N:43]5[CH2:48][CH2:47][O:46][CH2:45][CH2:44]5)[C:24]5[N:29]=[C:28]([CH2:30][N:31]6[CH2:36][CH2:35][N:34]([C:37]([CH3:42])([CH3:41])[C:38]([NH2:40])=[O:39])[CH2:33][CH2:32]6)[S:27][C:25]=5[N:26]=4)[C:15]=3[CH:14]=[CH:13]2)(=O)=O)C=CC=CC=1. (3) Given the product [O:30]=[C:5]1[C:4](=[O:3])[C:12]2[C:7](=[CH:8][CH:9]=[C:10]([S:13][CH2:14][CH2:15][C:16]3[CH:17]=[CH:18][C:19]([C:20]([O:22][CH3:23])=[O:21])=[CH:24][CH:25]=3)[CH:11]=2)[N:6]1[CH2:26][CH2:27][CH2:28][CH3:29], predict the reactants needed to synthesize it. The reactants are: Cl.C[O:3][C:4]1(OC)[C:12]2[C:7](=[CH:8][CH:9]=[C:10]([S:13][CH2:14][CH2:15][C:16]3[CH:25]=[CH:24][C:19]([C:20]([O:22][CH3:23])=[O:21])=[CH:18][CH:17]=3)[CH:11]=2)[N:6]([CH2:26][CH2:27][CH2:28][CH3:29])[C:5]1=[O:30]. (4) Given the product [C:1]([O:5][C:6](=[O:25])[N:7]([CH2:9][C:10]1[CH:14]=[C:13]([C:31]2[CH:30]=[CH:29][CH:28]=[C:27]([F:26])[CH:32]=2)[N:12]([S:16]([C:19]2[CH:20]=[N:21][CH:22]=[CH:23][CH:24]=2)(=[O:18])=[O:17])[CH:11]=1)[CH3:8])([CH3:4])([CH3:3])[CH3:2], predict the reactants needed to synthesize it. The reactants are: [C:1]([O:5][C:6](=[O:25])[N:7]([CH2:9][C:10]1[CH:14]=[C:13](Br)[N:12]([S:16]([C:19]2[CH:20]=[N:21][CH:22]=[CH:23][CH:24]=2)(=[O:18])=[O:17])[CH:11]=1)[CH3:8])([CH3:4])([CH3:3])[CH3:2].[F:26][C:27]1[CH:28]=[C:29](B(O)O)[CH:30]=[CH:31][CH:32]=1.C(=O)([O-])[O-].[Na+].[Na+].